From a dataset of Forward reaction prediction with 1.9M reactions from USPTO patents (1976-2016). Predict the product of the given reaction. (1) The product is: [C:13]1([C:9]2[CH:10]=[CH:11][CH:12]=[C:7]([C:1]3[CH:6]=[CH:5][CH:4]=[CH:3][CH:2]=3)[C:8]=2[O:19][P:28]2[O:32][C:31]([C:39]3[CH:44]=[CH:43][CH:42]=[CH:41][CH:40]=3)([C:33]3[CH:34]=[CH:35][CH:36]=[CH:37][CH:38]=3)[C:30]([C:45]3[CH:46]=[CH:47][CH:48]=[CH:49][CH:50]=3)([C:51]3[CH:52]=[CH:53][CH:54]=[CH:55][CH:56]=3)[O:29]2)[CH:14]=[CH:15][CH:16]=[CH:17][CH:18]=1. Given the reactants [C:1]1([C:7]2[CH:12]=[CH:11][CH:10]=[C:9]([C:13]3[CH:18]=[CH:17][CH:16]=[CH:15][CH:14]=3)[C:8]=2[OH:19])[CH:6]=[CH:5][CH:4]=[CH:3][CH:2]=1.C(N(CC)CC)C.Cl[P:28]1[O:32][C:31]([C:39]2[CH:44]=[CH:43][CH:42]=[CH:41][CH:40]=2)([C:33]2[CH:38]=[CH:37][CH:36]=[CH:35][CH:34]=2)[C:30]([C:51]2[CH:56]=[CH:55][CH:54]=[CH:53][CH:52]=2)([C:45]2[CH:50]=[CH:49][CH:48]=[CH:47][CH:46]=2)[O:29]1, predict the reaction product. (2) Given the reactants [C:1]([O:4][C:5]1[CH:6]=[C:7]2[C:12](=[CH:13][CH:14]=1)[CH:11]=[C:10]([C:15]([OH:17])=O)[CH:9]=[CH:8]2)(=[O:3])[CH3:2].[NH:18]1[CH2:23][CH2:22][CH:21]([C:24]([O:26][CH3:27])=[O:25])[CH2:20][CH2:19]1.CN(C(ON1N=NC2C=CC=CC1=2)=[N+](C)C)C.F[P-](F)(F)(F)(F)F, predict the reaction product. The product is: [C:1]([O:4][C:5]1[CH:6]=[C:7]2[C:12](=[CH:13][CH:14]=1)[CH:11]=[C:10]([C:15]([N:18]1[CH2:23][CH2:22][CH:21]([C:24]([O:26][CH3:27])=[O:25])[CH2:20][CH2:19]1)=[O:17])[CH:9]=[CH:8]2)(=[O:3])[CH3:2]. (3) Given the reactants [C:1]([C:5]1[N:6]=[C:7]2[CH2:12][CH2:11][CH:10]([C:13]([O:15]C)=[O:14])[CH2:9][N:8]2[CH:17]=1)([CH3:4])([CH3:3])[CH3:2].Cl, predict the reaction product. The product is: [C:1]([C:5]1[N:6]=[C:7]2[CH2:12][CH2:11][CH:10]([C:13]([OH:15])=[O:14])[CH2:9][N:8]2[CH:17]=1)([CH3:4])([CH3:2])[CH3:3]. (4) Given the reactants [F:1][C:2]([F:22])([F:21])[C:3]1[CH:4]=[C:5]([CH:18]=[CH:19][CH:20]=1)[O:6][C:7]1[C:16]2[C:11](=[C:12]([NH2:17])[CH:13]=[CH:14][CH:15]=2)[N:10]=[CH:9][CH:8]=1.[Cl:23][C:24]1[CH:32]=[CH:31][C:30]([CH2:33][NH:34][C:35](=[O:40])[C:36]([CH3:39])([CH3:38])[CH3:37])=[CH:29][C:25]=1[C:26](O)=[O:27].C(Cl)(=O)C(Cl)=O.CCN(C(C)C)C(C)C, predict the reaction product. The product is: [Cl:23][C:24]1[CH:32]=[CH:31][C:30]([CH2:33][NH:34][C:35](=[O:40])[C:36]([CH3:38])([CH3:37])[CH3:39])=[CH:29][C:25]=1[C:26]([NH:17][C:12]1[CH:13]=[CH:14][CH:15]=[C:16]2[C:11]=1[N:10]=[CH:9][CH:8]=[C:7]2[O:6][C:5]1[CH:18]=[CH:19][CH:20]=[C:3]([C:2]([F:1])([F:21])[F:22])[CH:4]=1)=[O:27]. (5) Given the reactants [F:1][C:2]1[CH:27]=[CH:26][C:5]([CH2:6][NH:7][C:8]([C:10]2[N:11]=[C:12]3[CH2:21][CH:20]([N:22](OC)[CH3:23])[CH2:19][CH2:18][N:13]3[C:14](=[O:17])[C:15]=2[OH:16])=[O:9])=[CH:4][CH:3]=1, predict the reaction product. The product is: [F:1][C:2]1[CH:3]=[CH:4][C:5]([CH2:6][NH:7][C:8]([C:10]2[N:11]=[C:12]3[CH2:21][CH:20]([NH:22][CH3:23])[CH2:19][CH2:18][N:13]3[C:14](=[O:17])[C:15]=2[OH:16])=[O:9])=[CH:26][CH:27]=1. (6) Given the reactants [CH2:1]([C:3]1[CH:24]=[CH:23][CH:22]=[C:21]([CH3:25])[C:4]=1[CH2:5][NH:6][C:7]1[C:15]2[N:14]=[C:13]([CH3:16])[N:12]([CH3:17])[C:11]=2[CH:10]=[C:9]([C:18](O)=[O:19])[CH:8]=1)[CH3:2].[NH3:26].[Cl-].[NH4+].O, predict the reaction product. The product is: [CH2:1]([C:3]1[CH:24]=[CH:23][CH:22]=[C:21]([CH3:25])[C:4]=1[CH2:5][NH:6][C:7]1[C:15]2[N:14]=[C:13]([CH3:16])[N:12]([CH3:17])[C:11]=2[CH:10]=[C:9]([C:18]([NH2:26])=[O:19])[CH:8]=1)[CH3:2]. (7) Given the reactants [Cl:1][C:2]1[NH:3][C:4]2[CH:10]=[C:9]([Cl:11])[C:8]([Cl:12])=[CH:7][C:5]=2[N:6]=1.[O:13]1[CH:18]=[CH:17][CH2:16][CH2:15][CH2:14]1.C12(CS(O)(=O)=O)C(C)(C)C(CC1)CC2=O.[OH-].[Na+], predict the reaction product. The product is: [Cl:1][C:2]1[N:3]([CH:14]2[CH2:15][CH2:16][CH2:17][CH2:18][O:13]2)[C:4]2[CH:10]=[C:9]([Cl:11])[C:8]([Cl:12])=[CH:7][C:5]=2[N:6]=1. (8) Given the reactants [S:1]=[C:2]1[C@H:8]([NH:9][C:10](=[O:19])[O:11][CH2:12][C:13]2[CH:18]=[CH:17][CH:16]=[CH:15][CH:14]=2)[CH2:7][CH2:6][C:5]2[CH:20]=[CH:21][CH:22]=[CH:23][C:4]=2[NH:3]1.[H-].[Na+].[CH3:26]I, predict the reaction product. The product is: [CH3:26][S:1][C:2]1[C@H:8]([NH:9][C:10](=[O:19])[O:11][CH2:12][C:13]2[CH:14]=[CH:15][CH:16]=[CH:17][CH:18]=2)[CH2:7][CH2:6][C:5]2[CH:20]=[CH:21][CH:22]=[CH:23][C:4]=2[N:3]=1.